Task: Predict which catalyst facilitates the given reaction.. Dataset: Catalyst prediction with 721,799 reactions and 888 catalyst types from USPTO (1) Reactant: [CH2:1]([N:8]1[CH2:13][CH2:12][O:11][CH:10]([C:14]2[CH:19]=[CH:18][C:17]([NH2:20])=[CH:16][CH:15]=2)[CH2:9]1)[C:2]1[CH:7]=[CH:6][CH:5]=[CH:4][CH:3]=1.CCN(C(C)C)C(C)C.[Cl:30][C:31]1[CH:38]=[CH:37][CH:36]=[C:35]([Cl:39])[C:32]=1[CH2:33]Br. Product: [CH2:1]([N:8]1[CH2:13][CH2:12][O:11][CH:10]([C:14]2[CH:15]=[CH:16][C:17]([NH:20][CH2:33][C:32]3[C:31]([Cl:30])=[CH:38][CH:37]=[CH:36][C:35]=3[Cl:39])=[CH:18][CH:19]=2)[CH2:9]1)[C:2]1[CH:3]=[CH:4][CH:5]=[CH:6][CH:7]=1. The catalyst class is: 5. (2) Reactant: [CH:1]1([CH:4]([C:11]2[CH:16]=[CH:15][CH:14]=[C:13]([CH2:17][O:18][C:19]3[CH:20]=[C:21]([CH2:33][C:34]([CH3:37])([CH3:36])[CH3:35])[C:22]([C:25]4[CH:30]=[CH:29][N:28]=[C:27]([O:31][CH3:32])[CH:26]=4)=[N:23][CH:24]=3)[CH:12]=2)[CH2:5][C:6]([O:8]CC)=[O:7])[CH2:3][CH2:2]1.[OH-].[Na+].Cl. Product: [CH:1]1([CH:4]([C:11]2[CH:16]=[CH:15][CH:14]=[C:13]([CH2:17][O:18][C:19]3[CH:20]=[C:21]([CH2:33][C:34]([CH3:37])([CH3:36])[CH3:35])[C:22]([C:25]4[CH:30]=[CH:29][N:28]=[C:27]([O:31][CH3:32])[CH:26]=4)=[N:23][CH:24]=3)[CH:12]=2)[CH2:5][C:6]([OH:8])=[O:7])[CH2:2][CH2:3]1. The catalyst class is: 36. (3) Reactant: [CH3:1][C:2]1[NH:7][C:6](=[O:8])[C:5]([C:9]#[N:10])=[C:4]([C:11]2[CH:16]=[CH:15][N:14]=[CH:13][CH:12]=2)[CH:3]=1.[BH4-].[Na+].II.Cl. Product: [NH2:10][CH2:9][C:5]1[C:6](=[O:8])[NH:7][C:2]([CH3:1])=[CH:3][C:4]=1[C:11]1[CH:12]=[CH:13][N:14]=[CH:15][CH:16]=1. The catalyst class is: 1. (4) Reactant: [CH2:1]([O:3][C:4](=[O:27])[CH:5]([O:24][CH2:25][CH3:26])[CH2:6][C:7]1[CH:12]=[CH:11][C:10]([O:13][CH2:14][CH2:15][C:16]2[CH:21]=[CH:20][C:19]([NH:22][CH3:23])=[CH:18][CH:17]=2)=[CH:9][CH:8]=1)[CH3:2].C1(C)C=CC=CC=1.[C:35](O[C:35](=[O:39])[CH:36]([CH3:38])[CH3:37])(=[O:39])[CH:36]([CH3:38])[CH3:37]. Product: [CH2:1]([O:3][C:4](=[O:27])[CH:5]([O:24][CH2:25][CH3:26])[CH2:6][C:7]1[CH:12]=[CH:11][C:10]([O:13][CH2:14][CH2:15][C:16]2[CH:17]=[CH:18][C:19]([N:22]([C:35](=[O:39])[CH:36]([CH3:38])[CH3:37])[CH3:23])=[CH:20][CH:21]=2)=[CH:9][CH:8]=1)[CH3:2]. The catalyst class is: 17. (5) Product: [NH2:16][CH2:15][CH:12]1[CH2:13][CH2:14][N:9]([CH2:8][C:2]2([OH:1])[CH2:7][CH2:6][O:5][CH2:4][CH2:3]2)[CH2:10][CH2:11]1. The catalyst class is: 43. Reactant: [OH:1][C:2]1([CH2:8][N:9]2[CH2:14][CH2:13][CH:12]([CH2:15][NH:16]C(=O)OCC3C=CC=CC=3)[CH2:11][CH2:10]2)[CH2:7][CH2:6][O:5][CH2:4][CH2:3]1.